This data is from Catalyst prediction with 721,799 reactions and 888 catalyst types from USPTO. The task is: Predict which catalyst facilitates the given reaction. (1) Reactant: [NH2:1][C:2]1[CH:22]=[CH:21][C:5]([O:6][C:7]2[CH:12]=[CH:11][N:10]=[C:9]([NH:13][C:14]3[CH:19]=[CH:18][C:17]([F:20])=[CH:16][CH:15]=3)[N:8]=2)=[C:4]([F:23])[CH:3]=1.[F:24][C:25]1[CH:30]=[CH:29][C:28]([CH2:31][C:32]([N:34]=[C:35]=[O:36])=[O:33])=[CH:27][CH:26]=1.COC1C=CC(CNC2N=CN=C(OC3C=CC(NC(NC(=O)CC4C=CC(F)=CC=4)=O)=CC=3F)C=2)=CC=1. Product: [F:23][C:4]1[CH:3]=[C:2]([NH:1][C:35]([NH:34][C:32](=[O:33])[CH2:31][C:28]2[CH:29]=[CH:30][C:25]([F:24])=[CH:26][CH:27]=2)=[O:36])[CH:22]=[CH:21][C:5]=1[O:6][C:7]1[CH:12]=[CH:11][N:10]=[C:9]([NH:13][C:14]2[CH:15]=[CH:16][C:17]([F:20])=[CH:18][CH:19]=2)[N:8]=1. The catalyst class is: 1. (2) Reactant: [Cl:1][C:2]1[CH:7]=[C:6]([F:8])[C:5]([N:9]2[C:14](=[O:15])[CH:13]=[C:12]([C:16]([F:19])([F:18])[F:17])[CH:11]=[N:10]2)=[C:4]([N+:20]([O-])=O)[C:3]=1[OH:23]. Product: [NH2:20][C:4]1[C:3]([OH:23])=[C:2]([Cl:1])[CH:7]=[C:6]([F:8])[C:5]=1[N:9]1[C:14](=[O:15])[CH:13]=[C:12]([C:16]([F:19])([F:18])[F:17])[CH:11]=[N:10]1. The catalyst class is: 180.